This data is from Peptide-MHC class I binding affinity with 185,985 pairs from IEDB/IMGT. The task is: Regression. Given a peptide amino acid sequence and an MHC pseudo amino acid sequence, predict their binding affinity value. This is MHC class I binding data. (1) The peptide sequence is GPLLVLQAGF. The MHC is Patr-A0701 with pseudo-sequence Patr-A0701. The binding affinity (normalized) is 0.246. (2) The peptide sequence is IAHINTLIQY. The MHC is HLA-A11:01 with pseudo-sequence HLA-A11:01. The binding affinity (normalized) is 0.364.